Dataset: Forward reaction prediction with 1.9M reactions from USPTO patents (1976-2016). Task: Predict the product of the given reaction. (1) Given the reactants O=[C:2]1[CH2:7][CH2:6][CH:5]([O:8][C:9]2[CH:17]=[CH:16][C:12]([C:13]([NH2:15])=[O:14])=[CH:11][CH:10]=2)[CH2:4][CH2:3]1.[C:18]1([CH2:24][CH2:25][CH2:26][NH2:27])[CH:23]=[CH:22][CH:21]=[CH:20][CH:19]=1.C(O[BH-](OC(=O)C)OC(=O)C)(=O)C.C(O)(=O)C, predict the reaction product. The product is: [C:18]1([CH2:24][CH2:25][CH2:26][NH:27][CH:2]2[CH2:7][CH2:6][CH:5]([O:8][C:9]3[CH:17]=[CH:16][C:12]([C:13]([NH2:15])=[O:14])=[CH:11][CH:10]=3)[CH2:4][CH2:3]2)[CH:23]=[CH:22][CH:21]=[CH:20][CH:19]=1. (2) Given the reactants [F:1][C:2]([F:13])([F:12])[O:3][C:4]1[CH:11]=[CH:10][C:7]([CH:8]=O)=[CH:6][CH:5]=1.[CH3:14][C@H:15]1[CH2:20][NH:19][CH2:18][C@@H:17]([CH3:21])[NH:16]1.C(O[BH-](OC(=O)C)OC(=O)C)(=O)C.[Na+], predict the reaction product. The product is: [CH3:14][C@H:15]1[NH:16][C@@H:17]([CH3:21])[CH2:18][N:19]([CH2:8][C:7]2[CH:10]=[CH:11][C:4]([O:3][C:2]([F:13])([F:12])[F:1])=[CH:5][CH:6]=2)[CH2:20]1.